Dataset: Full USPTO retrosynthesis dataset with 1.9M reactions from patents (1976-2016). Task: Predict the reactants needed to synthesize the given product. (1) Given the product [I:18][C:2]1[CH:3]=[CH:4][C:5]2[O:9][C:8]([CH2:10][N:11]3[CH2:15][CH2:14][CH2:13][CH2:12]3)=[N:7][C:6]=2[CH:16]=1, predict the reactants needed to synthesize it. The reactants are: Br[C:2]1[CH:3]=[CH:4][C:5]2[O:9][C:8]([CH2:10][N:11]3[CH2:15][CH2:14][CH2:13][CH2:12]3)=[N:7][C:6]=2[CH:16]=1.[Na+].[I-:18].CNCCNC.N. (2) Given the product [N+:10]([C:5]1[CH:4]=[CH:3][C:2]([N:13]2[CH2:18][CH2:17][O:16][CH2:15][C:14]2=[O:19])=[CH:9][C:6]=1[C:7]#[N:8])([O-:12])=[O:11], predict the reactants needed to synthesize it. The reactants are: Cl[C:2]1[CH:3]=[CH:4][C:5]([N+:10]([O-:12])=[O:11])=[C:6]([CH:9]=1)[C:7]#[N:8].[NH:13]1[CH2:18][CH2:17][O:16][CH2:15][C:14]1=[O:19].C(=O)([O-])[O-].[Cs+].[Cs+]. (3) The reactants are: [F:1][C:2]1[CH:7]=[CH:6][C:5]([S:8]([N:11]([CH2:15][C:16]([OH:18])=O)[CH2:12][CH2:13][OH:14])(=[O:10])=[O:9])=[CH:4][CH:3]=1.[F:19][C:20]([F:36])([F:35])[C:21]1[CH:26]=[CH:25][C:24]([C:27]2[N:32]=[CH:31][N:30]=[C:29](NC)[CH:28]=2)=[CH:23][CH:22]=1.O.O[N:39]1[C:43]2C=CC=CC=2N=N1.C(N(CC)C(C)C)(C)C.CN(C(ON1N=NC2C=CC=CC1=2)=[N+](C)C)C.F[P-](F)(F)(F)(F)F. Given the product [F:1][C:2]1[CH:3]=[CH:4][C:5]([S:8]([N:11]([CH2:12][CH2:13][OH:14])[CH2:15][C:16]([NH:39][CH2:43][C:29]2[CH:28]=[C:27]([C:24]3[CH:23]=[CH:22][C:21]([C:20]([F:19])([F:35])[F:36])=[CH:26][CH:25]=3)[N:32]=[CH:31][N:30]=2)=[O:18])(=[O:9])=[O:10])=[CH:6][CH:7]=1, predict the reactants needed to synthesize it. (4) Given the product [CH3:30][C:20]1[CH:25]=[CH:24][C:23]([S:26]([O:18][CH2:17][CH:14]2[CH2:13][C:12]3[CH:11]=[CH:10][C:9]([F:19])=[C:8]([C:3]4[CH:4]=[CH:5][CH:6]=[CH:7][C:2]=4[Cl:1])[C:16]=3[O:15]2)(=[O:28])=[O:27])=[CH:22][CH:21]=1, predict the reactants needed to synthesize it. The reactants are: [Cl:1][C:2]1[CH:7]=[CH:6][CH:5]=[CH:4][C:3]=1[C:8]1[C:16]2[O:15][CH:14]([CH2:17][OH:18])[CH2:13][C:12]=2[CH:11]=[CH:10][C:9]=1[F:19].[C:20]1([CH3:30])[CH:25]=[CH:24][C:23]([S:26](Cl)(=[O:28])=[O:27])=[CH:22][CH:21]=1.CC1C=CC(S(OCC2CC3C(C(F)(F)F)=CC=C(Cl)C=3O2)(=O)=O)=CC=1. (5) Given the product [C:29]1([CH:5]2[O:10][C:9](=[O:11])[NH:8][CH2:7][CH2:6]2)[CH:30]=[CH:31][CH:32]=[CH:33][CH:34]=1, predict the reactants needed to synthesize it. The reactants are: OCCC[C@@:5]1([C:29]2[CH:34]=[CH:33][CH:32]=[CH:31][CH:30]=2)[O:10][C:9](=[O:11])[N:8]([C@H](C2C=CC(B3OC(C)(C)C(C)(C)O3)=CC=2)C)[CH2:7][CH2:6]1.BrC1C=CN(C)C(=O)C=1.C([O-])([O-])=O.[Cs+].[Cs+]. (6) Given the product [C:1]1([C:7]([C:9]2[CH:17]=[C:16]3[C:12]([C:13]([CH:26]=[CH:27][C:28]4[CH:29]=[CH:30][CH:31]=[CH:32][CH:33]=4)=[N:14][NH:15]3)=[CH:11][CH:10]=2)=[CH2:8])[CH:2]=[CH:3][CH:4]=[CH:5][CH:6]=1, predict the reactants needed to synthesize it. The reactants are: [C:1]1([C:7]([C:9]2[CH:17]=[C:16]3[C:12]([C:13]([CH:26]=[CH:27][C:28]4[CH:33]=[CH:32][CH:31]=[CH:30][CH:29]=4)=[N:14][N:15]3COCC[Si](C)(C)C)=[CH:11][CH:10]=2)=[CH2:8])[CH:6]=[CH:5][CH:4]=[CH:3][CH:2]=1.[F-].C([N+](CCCC)(CCCC)CCCC)CCC.C(=O)(O)[O-].[Na+]. (7) Given the product [CH3:1][O:2][CH2:3][O:4][C:5]1[CH:14]=[C:13]2[C:8]([CH:9]=[C:10]([CH2:15][N:17]3[CH2:22][CH2:21][CH2:20][C@@H:19]([C:23]([O:25][CH2:26][CH3:27])=[O:24])[CH2:18]3)[CH2:11][O:12]2)=[CH:7][CH:6]=1, predict the reactants needed to synthesize it. The reactants are: [CH3:1][O:2][CH2:3][O:4][C:5]1[CH:14]=[C:13]2[C:8]([CH:9]=[C:10]([CH:15]=O)[CH2:11][O:12]2)=[CH:7][CH:6]=1.[NH:17]1[CH2:22][CH2:21][CH2:20][C@@H:19]([C:23]([O:25][CH2:26][CH3:27])=[O:24])[CH2:18]1.C(O[BH-](OC(=O)C)OC(=O)C)(=O)C.[Na+].C([O-])(O)=O.[Na+]. (8) Given the product [F:1][C:2]1[C:7]([F:8])=[CH:6][C:5]([C:9]2[CH:14]=[CH:13][C:12]([O:15][CH2:16][C:17]3[CH:25]=[CH:24][CH:23]=[C:22]4[C:18]=3[CH:19]=[CH:20][N:21]4[C:35](=[O:41])[CH2:36][CH2:37][C:38]([OH:40])=[O:39])=[CH:11][CH:10]=2)=[C:4]([O:26][CH3:27])[CH:3]=1, predict the reactants needed to synthesize it. The reactants are: [F:1][C:2]1[C:7]([F:8])=[CH:6][C:5]([C:9]2[CH:14]=[CH:13][C:12]([O:15][CH2:16][C:17]3[CH:25]=[CH:24][CH:23]=[C:22]4[C:18]=3[CH:19]=[CH:20][NH:21]4)=[CH:11][CH:10]=2)=[C:4]([O:26][CH3:27])[CH:3]=1.C(N(CC)CC)C.[C:35]1(=[O:41])[O:40][C:38](=[O:39])[CH2:37][CH2:36]1.C[Si]([N-][Si](C)(C)C)(C)C.[Li+].